This data is from Full USPTO retrosynthesis dataset with 1.9M reactions from patents (1976-2016). The task is: Predict the reactants needed to synthesize the given product. (1) Given the product [CH3:1][N:2]1[C:6]2[CH:7]=[CH:8][C:9]([N:11]3[CH:16]=[C:15]([C:17]([OH:19])=[O:18])[C:14](=[O:21])[N:13]([CH:22]4[C:31]5[C:26](=[C:27]([C:32]([F:35])([F:34])[F:33])[CH:28]=[CH:29][CH:30]=5)[CH2:25][CH2:24][CH2:23]4)[C:12]3=[O:36])=[CH:10][C:5]=2[O:4][C:3]1=[O:37], predict the reactants needed to synthesize it. The reactants are: [CH3:1][N:2]1[C:6]2[CH:7]=[CH:8][C:9]([N:11]3[CH:16]=[C:15]([C:17]([O:19]C)=[O:18])[C:14](=[O:21])[N:13]([CH:22]4[C:31]5[C:26](=[C:27]([C:32]([F:35])([F:34])[F:33])[CH:28]=[CH:29][CH:30]=5)[CH2:25][CH2:24][CH2:23]4)[C:12]3=[O:36])=[CH:10][C:5]=2[O:4][C:3]1=[O:37].Cl. (2) Given the product [CH3:1]/[C:2](=[CH:7]\[C:8]1[CH:13]=[CH:12][C:11]([CH3:14])=[CH:10][CH:9]=1)/[CH2:3][CH2:4][C:5]#[N:16], predict the reactants needed to synthesize it. The reactants are: [CH3:1]/[C:2](=[CH:7]\[C:8]1[CH:13]=[CH:12][C:11]([CH3:14])=[CH:10][CH:9]=1)/[CH2:3][CH2:4][CH:5]=O.Cl.[NH2:16]O. (3) Given the product [CH2:34]([CH:3]([CH2:1][CH3:2])[CH:4]([NH:16][C:17]1[CH:22]=[CH:21][C:20]([C:23]([N:25]([CH3:33])[CH2:26][CH2:27][C:28]([OH:30])=[O:29])=[O:24])=[CH:19][CH:18]=1)[C:5]1[O:6][C:7]2[CH:14]=[CH:13][C:12]([F:15])=[CH:11][C:8]=2[C:9]=1[CH3:10])[CH3:35], predict the reactants needed to synthesize it. The reactants are: [CH2:1]([CH:3]([CH2:34][CH3:35])[CH:4]([NH:16][C:17]1[CH:22]=[CH:21][C:20]([C:23]([N:25]([CH3:33])[CH2:26][CH2:27][C:28]([O:30]CC)=[O:29])=[O:24])=[CH:19][CH:18]=1)[C:5]1[O:6][C:7]2[CH:14]=[CH:13][C:12]([F:15])=[CH:11][C:8]=2[C:9]=1[CH3:10])[CH3:2].C(O)C.[OH-].[Na+]. (4) Given the product [Cl:1][C:2]1[CH:3]=[C:4]([C:12]2[N:16]=[C:15]([C:17]3[CH:18]=[C:19]4[C:23](=[CH:24][CH:25]=3)[N:22]([CH:29]3[CH2:33][CH2:32][CH:31]([C:34]([O:36][CH3:37])=[O:35])[CH2:30]3)[CH:21]=[CH:20]4)[O:14][N:13]=2)[CH:5]=[CH:6][C:7]=1[O:8][CH:9]([CH3:11])[CH3:10], predict the reactants needed to synthesize it. The reactants are: [Cl:1][C:2]1[CH:3]=[C:4]([C:12]2[N:16]=[C:15]([C:17]3[CH:18]=[C:19]4[C:23](=[CH:24][CH:25]=3)[NH:22][CH:21]=[CH:20]4)[O:14][N:13]=2)[CH:5]=[CH:6][C:7]=1[O:8][CH:9]([CH3:11])[CH3:10].[H-].[Na+].Br[CH:29]1[CH2:33][CH2:32][CH:31]([C:34]([O:36][CH3:37])=[O:35])[CH2:30]1.[I-].[Na+]. (5) The reactants are: [Br:1][C:2]1[CH:3]=[C:4]([CH2:14][N:15]2[C:19]([CH3:20])=[CH:18][C:17]([C:21]([NH:23][C:24]3[CH:29]=[CH:28][C:27]([CH2:30][OH:31])=[CH:26][CH:25]=3)=[O:22])=[N:16]2)[C:5]2[O:9][C:8]([CH:10]([CH3:12])[CH3:11])=[CH:7][C:6]=2[CH:13]=1.CC(OI1(OC(C)=O)(OC(C)=O)OC(=O)C2C=CC=CC1=2)=O. Given the product [Br:1][C:2]1[CH:3]=[C:4]([CH2:14][N:15]2[C:19]([CH3:20])=[CH:18][C:17]([C:21]([NH:23][C:24]3[CH:29]=[CH:28][C:27]([CH:30]=[O:31])=[CH:26][CH:25]=3)=[O:22])=[N:16]2)[C:5]2[O:9][C:8]([CH:10]([CH3:11])[CH3:12])=[CH:7][C:6]=2[CH:13]=1, predict the reactants needed to synthesize it. (6) The reactants are: [NH2:1][C:2]1[CH:3]=[C:4]2[C:8](=[CH:9][CH:10]=1)[C:7](=[O:11])[CH2:6][CH2:5]2.C[CH2:13][O:14][C:15](C)=[O:16].O.C([O-])(O)=O.[Na+].ClC(OC)=O. Given the product [CH3:13][O:14][C:15](=[O:16])[NH:1][C:2]1[CH:3]=[C:4]2[C:8](=[CH:9][CH:10]=1)[C:7](=[O:11])[CH2:6][CH2:5]2, predict the reactants needed to synthesize it.